Dataset: Full USPTO retrosynthesis dataset with 1.9M reactions from patents (1976-2016). Task: Predict the reactants needed to synthesize the given product. (1) Given the product [I-:1].[NH2:3][C:4]1[CH:5]=[CH:6][C:7]([N+:10]2[CH2:15][CH2:14][CH2:13][CH2:12][C:11]=2[S:16][CH3:2])=[CH:8][CH:9]=1, predict the reactants needed to synthesize it. The reactants are: [I:1][CH3:2].[NH2:3][C:4]1[CH:9]=[CH:8][C:7]([N:10]2[CH2:15][CH2:14][CH2:13][CH2:12][C:11]2=[S:16])=[CH:6][CH:5]=1. (2) Given the product [F:16][C:6]1[CH:5]=[C:4]([N:17]2[C:25]3[CH:24]=[CH:23][CH:22]=[C:21]([OH:26])[C:20]=3[CH:19]=[CH:18]2)[CH:3]=[C:2]([F:1])[C:7]=1[OH:8], predict the reactants needed to synthesize it. The reactants are: [F:1][C:2]1[CH:3]=[C:4]([N:17]2[C:25]3[C:20](=[C:21]([O:26]CC4C=CC=CC=4)[CH:22]=[CH:23][CH:24]=3)[CH:19]=[CH:18]2)[CH:5]=[C:6]([F:16])[C:7]=1[O:8]CC1C=CC=CC=1.